From a dataset of Experimentally validated miRNA-target interactions with 360,000+ pairs, plus equal number of negative samples. Binary Classification. Given a miRNA mature sequence and a target amino acid sequence, predict their likelihood of interaction. (1) The miRNA is hsa-miR-335-5p with sequence UCAAGAGCAAUAACGAAAAAUGU. The protein sequence of the target gene is MAKRLCAGSALCVRGPRGPAPLLLVGLALLGAARAREEAGGGFSLHPPYFNLAEGARIAASATCGEEAPARGSPRPTEDLYCKLVGGPVAGGDPNQTIRGQYCDICTAANSNKAHPASNAIDGTERWWQSPPLSRGLEYNEVNVTLDLGQVFHVAYVLIKFANSPRPDLWVLERSMDFGRTYQPWQFFASSKRDCLERFGPQTLERITRDDAAICTTEYSRIVPLENGEIVVSLVNGRPGAMNFSYSPLLREFTKATNVRLRFLRTNTLLGHLMGKALRDPTVTRRYYYSIKDISIGGRC.... Result: 1 (interaction). (2) The miRNA is hsa-miR-4313 with sequence AGCCCCCUGGCCCCAAACCC. The protein sequence of the target gene is MWAPRCRRFWSRWEQVAALLLLLLLLGVPPRSLALPPIRYSHAGICPNDMNPNLWVDAQSTCRRECETDQECETYEKCCPNVCGTKSCVAARYMDVKGKKGPVGMPKEATCDHFMCLQQGSECDIWDGQPVCKCKDRCEKEPSFTCASDGLTYYNRCYMDAEACSKGITLAVVTCRYHFTWPNTSPPPPETTMHPTTASPETPELDMAAPALLNNPVHQSVTMGETVSFLCDVVGRPRPEITWEKQLEDRENVVMRPNHVRGNVVVTNIAQLVIYNAQLQDAGIYTCTARNVAGVLRADF.... Result: 0 (no interaction). (3) The miRNA is mmu-miR-92a-2-5p with sequence AGGUGGGGAUUGGUGGCAUUAC. The protein sequence of the target gene is MADSEDTFRLQNSPSDSEPKDLQNEGKSDKQNAAVSKSPSSQTTYIQQGMEGIKVYLHERELWTKFHEVGTEMIITKAGRRMFPSFKVKVTGLNPKTKYILLMDVVPADDHRYKFADNKWSVTGKAEPAMPGRLYVHPDSPATGAHWMRQLVSFQKLKLTNNHLDPFGHIILNSMHKYQPRIHIVKADENNGFGSKNTAFCTHVFPETAFIAVTSYQNHKITQLKIENNPFAKGFRGSDDMELHRMSRMQSTKEYPVVPRSTVRQRVGSSQSPFSGDVQGLSASGAISSQYSCENGVSST.... Result: 0 (no interaction). (4) The miRNA is hsa-miR-1180-5p with sequence GGACCCACCCGGCCGGGAAUA. The protein sequence of the target gene is MPPAQGYEFAAAKGPRDELGPSFPMASPPGLELKTLSNGPQAPRRSAPLGPVAPTREGVENACFSSEEHETHFQNPGNTRLGSSPSPPGGVSSLPRSQRDDLSLHSEEGPALEPVSRPVDYGFVSALVFLVSGILLVVTAYAIPREARVNPDTVTAREMERLEMYYARLGSHLDRCIIAGLGLLTVGGMLLSVLLMVSLCKGELYRRRTFVPGKGSRKTYGSINLRMRQLNGDGGQALVENEVVQVSETSHTLQRS. Result: 0 (no interaction). (5) The miRNA is mmu-miR-7018-3p with sequence UCACCCUGCUGCCGGCUUGCAG. The protein sequence of the target gene is MGFGDLKSPAGLQVLNDYLADKSYIEGYVPSQADVAVFEAVSSPPPADLCHALRWYNHIKSYEKEKASLPGVKKALGKYGPADVEDTTGSGATDSKDDDDIDLFGSDDEEESEEAKRLREERLAQYESKKAKKPALVAKSSILLDVKPWDDETDMAKLEECVRSIQADGLVWGSSKLVPVGYGIKKLQIQCVVEDDKVGTDMLEEQITAFEDYVQSMDVAAFNKI. Result: 0 (no interaction). (6) The miRNA is hsa-miR-548o-3p with sequence CCAAAACUGCAGUUACUUUUGC. The protein sequence of the target gene is MAAAVRPGAEPWNRVRIPQAGNCSTLTVRDPSATLDICTAAVTKGCHLVTQSLKSQTLDAEVDVLCSVLYSNHNRLGHHKPHLALRQVEQCLKRLKHMNLEGSIEDLSQLLSANATQPGATENRVVPSQPVVEVVLMKVLGGCKLLLRLLDCCCKAFLLTVKHLGLKEFIILNLVMVGLVSRLWVLHKGLLRRLISLYEPLLSLRQEISSIHPMPYFKDFAFPSDITDFLGPSYLEVFKVKTPAASATKGVTKLLNKLFLMREQLPKMNEDTLDRLSKPSEQMTSNPQSTVDLGQPVKAC.... Result: 0 (no interaction). (7) The miRNA is hsa-miR-4800-3p with sequence CAUCCGUCCGUCUGUCCAC. The protein sequence of the target gene is MTAIKHALQRDIFTPNDERLLSIVNVCKAGKKKKNCFLCATVTTERPVQVKVVKVKKSDKGDFYKRQIAWALRDLAVVDAKDAIKENPEFDLHFEKVYKWVASSTAEKNAFISCIWKLNQRYLRKKIDFVNVSSQLLEESVPSGENQSVAGGDEEAVDEYQELNAREEQDIEIMMEGCECAISNAEAFAEKLSRELQVLDGANIQSIMASEKQVNTLMQLLDEALTEVDQIELKLSSYEEMLQSVKEQMDQISESNHLIHLSNTNNVKLLSEIEFLVNHMDLAKGHIKALQEGDLVSSRG.... Result: 0 (no interaction).